This data is from NCI-60 drug combinations with 297,098 pairs across 59 cell lines. The task is: Regression. Given two drug SMILES strings and cell line genomic features, predict the synergy score measuring deviation from expected non-interaction effect. (1) Drug 1: C1CCN(CC1)CCOC2=CC=C(C=C2)C(=O)C3=C(SC4=C3C=CC(=C4)O)C5=CC=C(C=C5)O. Drug 2: CC1C(C(CC(O1)OC2CC(CC3=C2C(=C4C(=C3O)C(=O)C5=CC=CC=C5C4=O)O)(C(=O)C)O)N)O. Cell line: OVCAR3. Synergy scores: CSS=25.5, Synergy_ZIP=-0.735, Synergy_Bliss=0.247, Synergy_Loewe=-2.66, Synergy_HSA=-1.59. (2) Drug 1: C1=C(C(=O)NC(=O)N1)F. Drug 2: CC1=C(C(=O)C2=C(C1=O)N3CC4C(C3(C2COC(=O)N)OC)N4)N. Cell line: SK-MEL-5. Synergy scores: CSS=56.7, Synergy_ZIP=-17.2, Synergy_Bliss=-19.0, Synergy_Loewe=-12.5, Synergy_HSA=-10.1. (3) Drug 2: CN(C(=O)NC(C=O)C(C(C(CO)O)O)O)N=O. Synergy scores: CSS=11.1, Synergy_ZIP=-3.04, Synergy_Bliss=-0.643, Synergy_Loewe=3.78, Synergy_HSA=0.171. Cell line: RPMI-8226. Drug 1: CCCCCOC(=O)NC1=NC(=O)N(C=C1F)C2C(C(C(O2)C)O)O.